From a dataset of Catalyst prediction with 721,799 reactions and 888 catalyst types from USPTO. Predict which catalyst facilitates the given reaction. (1) The catalyst class is: 2. Product: [Cl:8][C:9]1[N:14]=[C:13]2[NH:15][N:16]=[CH:17][C:12]2=[C:11]([C:24]2[CH:25]=[C:26]([NH:30][C:31](=[O:34])[CH:32]=[CH2:33])[CH:27]=[CH:28][CH:29]=2)[N:10]=1. Reactant: FC(F)(F)C(O)=O.[Cl:8][C:9]1[N:14]=[C:13]2[N:15](C3CCCCO3)[N:16]=[CH:17][C:12]2=[C:11]([C:24]2[CH:25]=[C:26]([NH:30][C:31](=[O:34])[CH:32]=[CH2:33])[CH:27]=[CH:28][CH:29]=2)[N:10]=1. (2) Reactant: FC(F)(F)C(O)=O.[CH3:8][CH:9]([O:11][C:12]1[CH:19]=[CH:18][C:17]([C:20]2[S:21][C:22]([N:25]3[CH:33]=[C:28]4[CH2:29][NH:30][CH2:31][CH2:32][C:27]4=[N:26]3)=[N:23][N:24]=2)=[CH:16][C:13]=1[C:14]#[N:15])[CH3:10].C1CCN2C(=NCCC2)CC1.[C:45]([O:49][CH2:50][CH3:51])(=[O:48])[CH:46]=[CH2:47]. Product: [C:14]([C:13]1[CH:16]=[C:17]([C:20]2[S:21][C:22]([N:25]3[CH:33]=[C:28]4[CH2:29][N:30]([CH2:47][CH2:46][C:45]([O:49][CH2:50][CH3:51])=[O:48])[CH2:31][CH2:32][C:27]4=[N:26]3)=[N:23][N:24]=2)[CH:18]=[CH:19][C:12]=1[O:11][CH:9]([CH3:8])[CH3:10])#[N:15]. The catalyst class is: 3. (3) Reactant: C([N:8]1[C:17]2[C:12](=[CH:13][C:14]([O:18][C:19](=[O:28])[NH:20][C:21]3[CH:26]=[CH:25][C:24]([Br:27])=[CH:23][CH:22]=3)=[CH:15][CH:16]=2)[CH2:11][CH2:10][CH2:9]1)C1C=CC=CC=1.[H][H]. Product: [NH:8]1[C:17]2[C:12](=[CH:13][C:14]([O:18][C:19](=[O:28])[NH:20][C:21]3[CH:26]=[CH:25][C:24]([Br:27])=[CH:23][CH:22]=3)=[CH:15][CH:16]=2)[CH2:11][CH2:10][CH2:9]1. The catalyst class is: 29. (4) Reactant: [NH2:1][C:2]1[C:7]([O:8]CC2C=CC=CC=2)=[CH:6][CH:5]=[CH:4][C:3]=1[NH:16][C:17]1[C:18]([CH3:45])=[C:19]([CH:42]=[CH:43][CH:44]=1)[CH2:20][N:21]([C:36](=[O:41])[C:37]([F:40])([F:39])[F:38])[C:22]1[CH:35]=[CH:34][C:25]2[C@H:26]([CH2:29][C:30]([O:32][CH3:33])=[O:31])[CH2:27][O:28][C:24]=2[CH:23]=1.[C:46](Cl)(=O)[CH2:47][CH3:48]. Product: [CH2:47]([C:48]1[N:16]([C:17]2[C:18]([CH3:45])=[C:19]([CH:42]=[CH:43][CH:44]=2)[CH2:20][N:21]([C:36](=[O:41])[C:37]([F:39])([F:38])[F:40])[C:22]2[CH:35]=[CH:34][C:25]3[C@H:26]([CH2:29][C:30]([O:32][CH3:33])=[O:31])[CH2:27][O:28][C:24]=3[CH:23]=2)[C:3]2[CH:4]=[CH:5][CH:6]=[C:7]([OH:8])[C:2]=2[N:1]=1)[CH3:46]. The catalyst class is: 80. (5) Reactant: O[N:2]1C(=O)C2=CC=CC=C2C1=O.[OH:13][CH2:14][CH2:15][CH2:16][CH2:17][NH:18][C:19](=[O:28])[O:20][CH2:21][C:22]1[CH:27]=[CH:26][CH:25]=[CH:24][CH:23]=1.C1(P(C2C=CC=CC=2)C2C=CC=CC=2)C=CC=CC=1.CC(OC(/N=N/C(OC(C)C)=O)=O)C. Product: [NH2:2][O:13][CH2:14][CH2:15][CH2:16][CH2:17][NH:18][C:19](=[O:28])[O:20][CH2:21][C:22]1[CH:23]=[CH:24][CH:25]=[CH:26][CH:27]=1. The catalyst class is: 426. (6) Reactant: [F:1][C:2]1[CH:7]=[CH:6][C:5]([C:8]2[C:13]([N:14]3[CH2:19][CH2:18][CH:17]([C:20]([OH:22])=O)[CH2:16][CH2:15]3)=[CH:12][N:11]=[CH:10][N:9]=2)=[CH:4][CH:3]=1.Cl.[O:24]1[CH2:28][CH2:27][C@H:26]([NH2:29])[CH2:25]1.CN(C(ON1N=NC2C=CC=NC1=2)=[N+](C)C)C.F[P-](F)(F)(F)(F)F.CCN(C(C)C)C(C)C. Product: [F:1][C:2]1[CH:3]=[CH:4][C:5]([C:8]2[C:13]([N:14]3[CH2:19][CH2:18][CH:17]([C:20]([NH:29][C@H:26]4[CH2:27][CH2:28][O:24][CH2:25]4)=[O:22])[CH2:16][CH2:15]3)=[CH:12][N:11]=[CH:10][N:9]=2)=[CH:6][CH:7]=1. The catalyst class is: 136. (7) The catalyst class is: 9. Product: [C:1]([N:4]1[CH2:9][CH2:8][CH:7]([NH:10][C:11](=[O:20])[C:12]2[CH:17]=[C:16]([F:18])[CH:15]=[N:14][C:13]=2[O:31][C:28]2[CH:29]=[CH:30][C:25]3[S:24][CH2:23][CH2:22][O:21][C:26]=3[CH:27]=2)[CH2:6][CH2:5]1)(=[O:3])[CH3:2]. Reactant: [C:1]([N:4]1[CH2:9][CH2:8][CH:7]([NH:10][C:11](=[O:20])[C:12]2[CH:17]=[C:16]([F:18])[CH:15]=[N:14][C:13]=2Cl)[CH2:6][CH2:5]1)(=[O:3])[CH3:2].[O:21]1[C:26]2[CH:27]=[C:28]([OH:31])[CH:29]=[CH:30][C:25]=2[S:24][CH2:23][CH2:22]1.C(=O)([O-])[O-].[Cs+].[Cs+]. (8) Reactant: [O:1]=[C:2]1[C:10]2[C:5](=[CH:6][CH:7]=[CH:8][CH:9]=2)[C:4](=[O:11])[N:3]1[CH2:12][CH2:13][CH2:14][CH2:15][C:16]#[N:17].[N:18]([Si](C)(C)C)=[N+:19]=[N-:20].C([Sn](=O)CCCC)CCC. Product: [N:17]1[NH:18][N:19]=[N:20][C:16]=1[CH2:15][CH2:14][CH2:13][CH2:12][N:3]1[C:4](=[O:11])[C:5]2[C:10](=[CH:9][CH:8]=[CH:7][CH:6]=2)[C:2]1=[O:1]. The catalyst class is: 11. (9) Reactant: [O:1]=[O+][O-].[CH2:4]([O:11][C:12]1[C:17]([CH2:18][N:19]2[CH2:28][CH2:27][C:26]3[C:21](=[C:22]([Cl:36])[C:23](/[C:30](=[CH:33]/[CH2:34]C)/CC)=[CH:24][C:25]=3[Cl:29])[C:20]2=[O:37])=[C:16]([CH3:38])[CH:15]=[C:14]([CH3:39])[N:13]=1)[C:5]1[CH:10]=[CH:9][CH:8]=[CH:7][CH:6]=1. Product: [CH2:4]([O:11][C:12]1[C:17]([CH2:18][N:19]2[CH2:28][CH2:27][C:26]3[C:21](=[C:22]([Cl:36])[C:23]([C:30](=[O:1])[CH2:33][CH3:34])=[CH:24][C:25]=3[Cl:29])[C:20]2=[O:37])=[C:16]([CH3:38])[CH:15]=[C:14]([CH3:39])[N:13]=1)[C:5]1[CH:6]=[CH:7][CH:8]=[CH:9][CH:10]=1. The catalyst class is: 5. (10) Reactant: [I:1][C:2]1[CH:3]=[C:4]2[C:8](=[CH:9][CH:10]=1)[NH:7][C:6](=[O:11])[C:5]2=O.[Cl:13][C:14]1[CH:30]=[CH:29][CH:28]=[CH:27][C:15]=1[O:16][CH2:17][C:18]1[S:19][CH:20]=[C:21]([C:23]([NH:25][NH2:26])=[O:24])[N:22]=1. Product: [Cl:13][C:14]1[CH:30]=[CH:29][CH:28]=[CH:27][C:15]=1[O:16][CH2:17][C:18]1[S:19][CH:20]=[C:21]([C:23]([NH:25][N:26]=[C:5]2[C:4]3[C:8](=[CH:9][CH:10]=[C:2]([I:1])[CH:3]=3)[NH:7][C:6]2=[O:11])=[O:24])[N:22]=1. The catalyst class is: 15.